Dataset: TCR-epitope binding with 47,182 pairs between 192 epitopes and 23,139 TCRs. Task: Binary Classification. Given a T-cell receptor sequence (or CDR3 region) and an epitope sequence, predict whether binding occurs between them. (1) The epitope is EEHVQIHTI. The TCR CDR3 sequence is CASNHRPGQGYYEQYF. Result: 1 (the TCR binds to the epitope). (2) The epitope is QYDPVAALF. The TCR CDR3 sequence is CASESWTDYEQYF. Result: 0 (the TCR does not bind to the epitope). (3) The epitope is DRFYKTLRAEQASQEV. The TCR CDR3 sequence is CASSPEVARVAQHF. Result: 0 (the TCR does not bind to the epitope). (4) The epitope is KLWAQCVQL. The TCR CDR3 sequence is CASSGQGVNNEQFF. Result: 1 (the TCR binds to the epitope). (5) The epitope is CLGGLLTMV. The TCR CDR3 sequence is CASSPEAVGARNEQFF. Result: 0 (the TCR does not bind to the epitope). (6) Result: 1 (the TCR binds to the epitope). The epitope is KRWIILGLNK. The TCR CDR3 sequence is CASSFVDSLSNQPQHF. (7) The epitope is FLNGSCGSV. The TCR CDR3 sequence is CASSKLQGASNQPQHF. Result: 1 (the TCR binds to the epitope). (8) The epitope is KMKDLSPRW. The TCR CDR3 sequence is CASSLYRGNEQFF. Result: 0 (the TCR does not bind to the epitope). (9) The epitope is LLWNGPMAV. The TCR CDR3 sequence is CASSVDGGGGGYNEQFF. Result: 1 (the TCR binds to the epitope).